This data is from Full USPTO retrosynthesis dataset with 1.9M reactions from patents (1976-2016). The task is: Predict the reactants needed to synthesize the given product. (1) Given the product [CH:25]1([C:28]2[CH:33]=[CH:32][C:31]([C:34]3[C:35]([CH3:42])=[C:36]([C:37]([F:38])([F:39])[F:40])[N:3]4[N:4]=[CH:5][C:6]([C:7]([N:9]5[CH2:14][CH2:13][N:12]([C@H:15]([C:18]6[CH:23]=[CH:22][CH:21]=[CH:20][CH:19]=6)[CH2:16][OH:17])[CH2:11][C@H:10]5[CH3:24])=[O:8])=[C:2]4[N:1]=3)=[CH:30][CH:29]=2)[CH2:27][CH2:26]1, predict the reactants needed to synthesize it. The reactants are: [NH2:1][C:2]1[C:6]([C:7]([N:9]2[CH2:14][CH2:13][N:12]([C@H:15]([C:18]3[CH:23]=[CH:22][CH:21]=[CH:20][CH:19]=3)[CH2:16][OH:17])[CH2:11][C@H:10]2[CH3:24])=[O:8])=[CH:5][NH:4][N:3]=1.[CH:25]1([C:28]2[CH:33]=[CH:32][C:31]([C:34](=O)[CH:35]([CH3:42])[C:36](=O)[C:37]([F:40])([F:39])[F:38])=[CH:30][CH:29]=2)[CH2:27][CH2:26]1. (2) Given the product [CH:1]1([CH2:7][C@H:8]([N:12]2[CH2:16][C:15]([O:17][C:18]3[CH:19]=[N:20][C:21]([CH3:24])=[CH:22][CH:23]=3)=[CH:14][C:13]2=[O:25])[C:9]([NH:66][C:63]2[CH:64]=[CH:65][N:61]([CH2:60][C:59]([OH:58])([CH3:89])[CH3:27])[N:62]=2)=[O:11])[CH2:6][CH2:5][CH2:4][CH2:3][CH2:2]1, predict the reactants needed to synthesize it. The reactants are: [CH:1]1([CH2:7][C@H:8]([N:12]2[CH2:16][C:15]([O:17][C:18]3[CH:19]=[N:20][C:21]([CH3:24])=[CH:22][CH:23]=3)=[CH:14][C:13]2=[O:25])[C:9]([OH:11])=O)[CH2:6][CH2:5][CH2:4][CH2:3][CH2:2]1.Cl.[CH3:27]N(C)CCCN=C=NCC.C(N(CC)C(C)C)(C)C.ON1C2C=CC=CC=2N=N1.Cl.[OH:58][C@@H:59]([CH2:89]O)[CH2:60][N:61]1[CH:65]=[CH:64][C:63]([NH:66]C(=O)[C@@H](N2CC(OC3C=CC=C(Cl)C=3Cl)=CC2=O)CC(C)C)=[N:62]1. (3) Given the product [CH3:54][O:53][N:52]([CH3:51])[C:10]([C@H:9]1[CH2:13][CH2:14][CH2:15][N:8]1[C:6]([O:5][C:1]([CH3:2])([CH3:3])[CH3:4])=[O:7])=[O:12], predict the reactants needed to synthesize it. The reactants are: [C:1]([O:5][C:6]([N:8]1[CH2:15][CH2:14][CH2:13][C@@H:9]1[C:10]([OH:12])=O)=[O:7])([CH3:4])([CH3:3])[CH3:2].C1CCC(N=C=NC2CCCCC2)CC1.C1C=CC2N(O)N=NC=2C=1.CCN(C(C)C)C(C)C.Cl.[CH3:51][NH:52][O:53][CH3:54]. (4) The reactants are: [Cl:1][C:2]1[CH:11]=[CH:10][C:5]([C:6]([O:8]C)=[O:7])=[CH:4][C:3]=1[C:12]#[N:13].O.[OH-].[Li+].O. Given the product [Cl:1][C:2]1[CH:11]=[CH:10][C:5]([C:6]([OH:8])=[O:7])=[CH:4][C:3]=1[C:12]#[N:13], predict the reactants needed to synthesize it. (5) The reactants are: [Cl:1][C:2]1[CH:7]=[CH:6][C:5]([C:8]2[N:9]([C:20]3[CH:25]=[CH:24][CH:23]=[CH:22][C:21]=3[Cl:26])[N:10]=[C:11]3[C:16]([OH:17])=[N:15][C:14]([CH2:18][CH3:19])=[N:13][C:12]=23)=[CH:4][CH:3]=1.C([O-])([O-])=O.[Cs+].[Cs+].[C:33]([CH2:37]I)([F:36])([F:35])[F:34]. Given the product [Cl:1][C:2]1[CH:7]=[CH:6][C:5]([C:8]2[N:9]([C:20]3[CH:25]=[CH:24][CH:23]=[CH:22][C:21]=3[Cl:26])[N:10]=[C:11]3[C:16](=[O:17])[N:15]([CH2:37][C:33]([F:36])([F:35])[F:34])[C:14]([CH2:18][CH3:19])=[N:13][C:12]=23)=[CH:4][CH:3]=1, predict the reactants needed to synthesize it. (6) Given the product [CH3:9][S:10]([O:8][CH2:7][CH2:6][C:4]1[CH:5]=[N:1][N:2]([S:10]([CH3:9])(=[O:12])=[O:11])[CH:3]=1)(=[O:12])=[O:11], predict the reactants needed to synthesize it. The reactants are: [NH:1]1[CH:5]=[C:4]([CH2:6][CH2:7][OH:8])[CH:3]=[N:2]1.[CH3:9][S:10](Cl)(=[O:12])=[O:11].C(N(CC)C(C)C)(C)C.